This data is from Full USPTO retrosynthesis dataset with 1.9M reactions from patents (1976-2016). The task is: Predict the reactants needed to synthesize the given product. (1) Given the product [CH2:2]1[NH:7][CH2:6][CH2:5][N:4]2[CH2:9][CH2:10][CH2:11][CH2:12][C@@H:3]12, predict the reactants needed to synthesize it. The reactants are: O=[C:2]1[NH:7][CH2:6][C:5](=O)[N:4]2[CH2:9][CH2:10][CH2:11][CH2:12][C@@H:3]12.[H-].[Al+3].[Li+].[H-].[H-].[H-].O.[OH-].[Na+]. (2) Given the product [Br:15][C:16]1[CH:21]=[CH:20][C:19]([S:22]([NH:29][C:28]2[CH:30]=[CH:31][C:32]([CH3:34])=[CH:33][C:27]=2[F:26])(=[O:24])=[O:23])=[CH:18][CH:17]=1, predict the reactants needed to synthesize it. The reactants are: BrC1C=CC(S(N2CCC2)(=O)=O)=CC=1.[Br:15][C:16]1[CH:21]=[CH:20][C:19]([S:22](Cl)(=[O:24])=[O:23])=[CH:18][CH:17]=1.[F:26][C:27]1[CH:33]=[C:32]([CH3:34])[CH:31]=[CH:30][C:28]=1[NH2:29]. (3) Given the product [NH2:27][C:23]1[N:24]=[CH:25][N:26]=[C:21]([NH:1][C@H:2]([C:5]2[N:14]([CH:15]3[CH2:16][CH2:17]3)[C:13](=[O:18])[C:12]3[C:7](=[CH:8][CH:9]=[CH:10][C:11]=3[Cl:19])[N:6]=2)[CH2:3][CH3:4])[C:22]=1[C:28]1[O:32][N:31]=[C:30]([CH3:33])[N:29]=1, predict the reactants needed to synthesize it. The reactants are: [NH2:1][C@H:2]([C:5]1[N:14]([CH:15]2[CH2:17][CH2:16]2)[C:13](=[O:18])[C:12]2[C:7](=[CH:8][CH:9]=[CH:10][C:11]=2[Cl:19])[N:6]=1)[CH2:3][CH3:4].Cl[C:21]1[N:26]=[CH:25][N:24]=[C:23]([NH2:27])[C:22]=1[C:28]1[O:32][N:31]=[C:30]([CH3:33])[N:29]=1.CCN(C(C)C)C(C)C. (4) Given the product [C:1]([NH:4][C:5]1[CH:10]=[CH:9][C:8]([O:11][CH2:25][C:22]([OH:23])([CH3:24])[C:20]([NH:19][C:16]2[CH:17]=[CH:18][C:13]([F:12])=[C:14]([CH3:26])[CH:15]=2)=[O:21])=[CH:7][CH:6]=1)(=[O:3])[CH3:2], predict the reactants needed to synthesize it. The reactants are: [C:1]([NH:4][C:5]1[CH:10]=[CH:9][C:8]([OH:11])=[CH:7][CH:6]=1)(=[O:3])[CH3:2].[F:12][C:13]1[CH:18]=[CH:17][C:16]([NH:19][C:20]([C:22]2([CH3:25])[CH2:24][O:23]2)=[O:21])=[CH:15][C:14]=1[CH3:26]. (5) Given the product [CH3:23][Si:22]([C:20]#[C:21][C:2]1[CH:7]=[CH:6][CH:5]=[CH:4][C:3]=1[C:8]1([C:11]([O:13][CH3:14])=[O:12])[CH2:10][CH2:9]1)([CH3:25])[CH3:24], predict the reactants needed to synthesize it. The reactants are: Br[C:2]1[CH:7]=[CH:6][CH:5]=[CH:4][C:3]=1[C:8]1([C:11]([O:13][CH3:14])=[O:12])[CH2:10][CH2:9]1.F[B-](F)(F)F.[C:20]([Si:22]([CH3:25])([CH3:24])[CH3:23])#[CH:21].CCN(CC)CC. (6) Given the product [ClH:30].[S:1]1[C:5]2[CH:6]=[CH:7][CH:8]=[C:9]([O:10][C:11]3[CH:16]=[CH:15][C:14]([NH:17][C:18]4[C:19]5[N:26]([CH2:27][CH2:28][O:29][C:31](=[O:33])[CH3:32])[CH:25]=[CH:24][C:20]=5[N:21]=[CH:22][N:23]=4)=[CH:13][C:12]=3[Cl:30])[C:4]=2[CH:3]=[N:2]1, predict the reactants needed to synthesize it. The reactants are: [S:1]1[C:5]2[CH:6]=[CH:7][CH:8]=[C:9]([O:10][C:11]3[CH:16]=[CH:15][C:14]([NH:17][C:18]4[C:19]5[N:26]([CH2:27][CH2:28][OH:29])[CH:25]=[CH:24][C:20]=5[N:21]=[CH:22][N:23]=4)=[CH:13][C:12]=3[Cl:30])[C:4]=2[CH:3]=[N:2]1.[C:31](OC(=O)C)(=[O:33])[CH3:32].C(N(CC)CC)C.C(=O)([O-])O.[Na+]. (7) Given the product [Cl:20][C:17]1[CH:18]=[CH:19][C:14]([C@H:13]2[C@H:9]([NH:7][CH3:6])[CH2:10][N:11]([C:21]([CH:23]3[CH2:24][CH2:25][N:26]([C:29]4[CH:34]=[CH:33][C:32]([C:35]#[N:36])=[CH:31][N:30]=4)[CH2:27][CH2:28]3)=[O:22])[CH2:12]2)=[CH:15][CH:16]=1, predict the reactants needed to synthesize it. The reactants are: C(O[C:6](=O)[N:7]([C@H:9]1[C@H:13]([C:14]2[CH:19]=[CH:18][C:17]([Cl:20])=[CH:16][CH:15]=2)[CH2:12][N:11]([C:21]([CH:23]2[CH2:28][CH2:27][N:26]([C:29]3[CH:34]=[CH:33][C:32]([C:35]#[N:36])=[CH:31][N:30]=3)[CH2:25][CH2:24]2)=[O:22])[CH2:10]1)C)(C)(C)C.FC(F)(F)C(O)=O. (8) Given the product [ClH:24].[Br:19][C:15]1[C:14]([CH3:20])=[CH:13][C:12]2[N:11]3[C@H:21]([CH3:23])[CH2:22][NH:8][CH2:9][C:10]3=[CH:18][C:17]=2[CH:16]=1, predict the reactants needed to synthesize it. The reactants are: C(OC([N:8]1[CH2:22][C@@H:21]([CH3:23])[N:11]2[C:12]3[CH:13]=[C:14]([CH3:20])[C:15]([Br:19])=[CH:16][C:17]=3[CH:18]=[C:10]2[CH2:9]1)=O)(C)(C)C.[ClH:24].